From a dataset of Forward reaction prediction with 1.9M reactions from USPTO patents (1976-2016). Predict the product of the given reaction. (1) The product is: [C:1]([O:5][CH2:6][CH3:7])(=[O:4])[CH:2]=[CH2:3].[C:1]([O:13][CH2:12][CH2:11][CH2:14][CH3:15])(=[O:4])[CH:2]=[CH2:3].[C:1]([O:5][CH2:12][CH:11]([CH2:9][CH3:10])[CH2:14][CH2:15][CH2:16][CH3:17])(=[O:4])[CH:2]=[CH2:3]. Given the reactants [C:1]([OH:5])(=[O:4])[CH:2]=[CH2:3].[CH2:6](O)[CH3:7].[CH2:9]([CH:11]([CH2:14][CH2:15][CH2:16][CH3:17])[CH2:12][OH:13])[CH3:10], predict the reaction product. (2) The product is: [Cl:1][C:2]1[N:11]=[CH:10][C:9]2[N:8]([CH2:17][CH2:18][CH2:19][C:20]([O:22][CH3:23])=[O:21])[CH2:7][C@@H:6]3[CH2:12][O:13][CH2:14][CH2:15][N:5]3[C:4]=2[N:3]=1. Given the reactants [Cl:1][C:2]1[N:11]=[CH:10][C:9]2[NH:8][CH2:7][C@@H:6]3[CH2:12][O:13][CH2:14][CH2:15][N:5]3[C:4]=2[N:3]=1.O=[CH:17][CH2:18][CH2:19][C:20]([O:22][CH3:23])=[O:21], predict the reaction product. (3) The product is: [CH2:24]([NH:25][C:26]([NH:5][CH2:4][CH:3]([CH2:1][CH3:2])[CH2:6][CH2:7][CH2:8][CH3:9])=[O:27])[CH2:23][CH2:22][CH2:21][CH2:20][CH2:19][CH2:18][CH2:17][CH2:16][CH2:15][CH2:14][CH2:13][NH:10][C:11]([NH:5][CH2:4][CH:3]([CH2:1][CH3:2])[CH2:6][CH2:7][CH2:8][CH3:9])=[O:12]. Given the reactants [CH2:1]([CH:3]([CH2:6][CH2:7][CH2:8][CH3:9])[CH2:4][NH2:5])[CH3:2].[N:10]([CH2:13][CH2:14][CH2:15][CH2:16][CH2:17][CH2:18][CH2:19][CH2:20][CH2:21][CH2:22][CH2:23][CH2:24][N:25]=[C:26]=[O:27])=[C:11]=[O:12], predict the reaction product. (4) Given the reactants [I:1][C:2]1[CH:7]=[CH:6][C:5]([C:8]2[NH:12][C:11]([C@@H:13]([N:17]3[C:21](=[O:22])[C@@H:20](CCC(O)=O)[NH:19][C:18]3=[O:28])C(C)C)=[N:10][CH:9]=2)=[CH:4][CH:3]=1.C(OC(=O)N[C@H](C1N[C:47]([C:50]2[CH:55]=[CH:54][CH:53]=[CH:52][C:51]=2F)=CN=1)[C@H:47]([C:50]1[CH:55]=[CH:54][CH:53]=[CH:52][CH:51]=1)C)(C)(C)C.IC1C=CC([C:65](=[O:67])C)=CC=1.C(OC(N[C@H]([C:80]1[CH:85]=[CH:84][C:83]([O:86][CH2:87][C:88](=[O:92])N(C)C)=[CH:82][CH:81]=1)C(O)=O)=O)(C)(C)C.ClN1C(=O)CCC1=O, predict the reaction product. The product is: [OH:92][CH2:88][CH2:87][O:86][C:83]1[CH:82]=[CH:81][C:80]([C@H:20]2[NH:19][C:18](=[O:28])[N:17]([C@H:13]([C:11]3[NH:12][C:8]([C:5]4[CH:4]=[CH:3][C:2]([I:1])=[CH:7][CH:6]=4)=[CH:9][N:10]=3)[CH2:47][C:50]3[CH:51]=[CH:52][C:53]([O:67][CH3:65])=[CH:54][CH:55]=3)[C:21]2=[O:22])=[CH:85][CH:84]=1. (5) Given the reactants [H-].[Na+].[Cl:3][C:4]1[CH:5]=[C:6]([C:14]2[O:18][N:17]=[C:16]([C:19]3[CH:20]=[CH:21][CH:22]=[C:23]4[C:27]=3[NH:26][CH:25]=[C:24]4[CH2:28][CH2:29][C:30]([O:32][C:33]([CH3:36])([CH3:35])[CH3:34])=[O:31])[N:15]=2)[CH:7]=[CH:8][C:9]=1[O:10][CH:11]([CH3:13])[CH3:12].IC.[CH3:39]COC(C)=O, predict the reaction product. The product is: [Cl:3][C:4]1[CH:5]=[C:6]([C:14]2[O:18][N:17]=[C:16]([C:19]3[CH:20]=[CH:21][CH:22]=[C:23]4[C:27]=3[N:26]([CH3:39])[CH:25]=[C:24]4[CH2:28][CH2:29][C:30]([O:32][C:33]([CH3:34])([CH3:36])[CH3:35])=[O:31])[N:15]=2)[CH:7]=[CH:8][C:9]=1[O:10][CH:11]([CH3:12])[CH3:13].